From a dataset of Catalyst prediction with 721,799 reactions and 888 catalyst types from USPTO. Predict which catalyst facilitates the given reaction. (1) Reactant: [C:1]1([CH3:13])[CH:6]=[CH:5][C:4]([CH2:7][C:8]([O:10][CH2:11][CH3:12])=[O:9])=[CH:3][CH:2]=1.C1C(=O)N([Br:21])C(=O)C1.CCOC(C)=O. Product: [Br:21][CH2:13][C:1]1[CH:2]=[CH:3][C:4]([CH2:7][C:8]([O:10][CH2:11][CH3:12])=[O:9])=[CH:5][CH:6]=1. The catalyst class is: 53. (2) Reactant: [Si]([O:8][C@H:9]([C:45]1[CH:50]=[CH:49][C:48]([OH:51])=[C:47]([NH:52][S:53]([CH3:56])(=[O:55])=[O:54])[CH:46]=1)[CH2:10][NH:11][CH2:12][CH2:13][CH2:14][CH2:15][CH2:16][CH2:17][CH2:18][CH2:19][CH2:20][N:21]1[CH2:26][CH2:25][CH:24]([N:27]([C:31]2[CH:36]=[CH:35][CH:34]=[CH:33][C:32]=2[C:37]2[CH:42]=[CH:41][C:40]([OH:43])=[C:39]([F:44])[CH:38]=2)[C:28](=[O:30])[O-:29])[CH2:23][CH2:22]1)(C(C)(C)C)(C)C.CCN(CC)CC.F.F.F.N. Product: [NH3:11].[OH:8][C@H:9]([C:45]1[CH:50]=[CH:49][C:48]([OH:51])=[C:47]([NH:52][S:53]([CH3:56])(=[O:54])=[O:55])[CH:46]=1)[CH2:10][NH:11][CH2:12][CH2:13][CH2:14][CH2:15][CH2:16][CH2:17][CH2:18][CH2:19][CH2:20][N:21]1[CH2:26][CH2:25][CH:24]([N:27]([C:31]2[CH:36]=[CH:35][CH:34]=[CH:33][C:32]=2[C:37]2[CH:42]=[CH:41][C:40]([OH:43])=[C:39]([F:44])[CH:38]=2)[C:28](=[O:29])[O-:30])[CH2:23][CH2:22]1. The catalyst class is: 7. (3) Reactant: [Br:1][C:2]1[CH:10]=[C:9]2[C:5]([C:6]([C:11]([N:13]([CH3:15])[CH3:14])=[O:12])=[N:7][NH:8]2)=[CH:4][CH:3]=1.[H-].[Na+].Cl[C:19]1[CH:24]=[CH:23][N:22]=[C:21]([NH2:25])[N:20]=1. Product: [NH2:25][C:21]1[N:22]=[C:23]([N:8]2[C:9]3[C:5](=[CH:4][CH:3]=[C:2]([Br:1])[CH:10]=3)[C:6]([C:11]([N:13]([CH3:15])[CH3:14])=[O:12])=[N:7]2)[CH:24]=[CH:19][N:20]=1. The catalyst class is: 3. (4) Reactant: [CH:1]1([CH2:5][OH:6])[CH2:4][CH2:3][CH2:2]1.[C:7]1([CH3:17])[CH:12]=[CH:11][C:10]([S:13](Cl)(=[O:15])=[O:14])=[CH:9][CH:8]=1. Product: [CH:1]1([CH2:5][O:6][S:13]([C:10]2[CH:11]=[CH:12][C:7]([CH3:17])=[CH:8][CH:9]=2)(=[O:15])=[O:14])[CH2:4][CH2:3][CH2:2]1. The catalyst class is: 112. (5) Reactant: [O:1]=[C:2]1[O:8][C:7]2[CH:9]=[CH:10][CH:11]=[CH:12][C:6]=2[O:5][C:4]2[C:13]([C:17](O)=[O:18])=[CH:14][CH:15]=[CH:16][C:3]1=2.[Cr](Cl)([O-])(=O)=O.[NH+]1C=CC=CC=1. Product: [O:1]=[C:2]1[O:8][C:7]2[CH:9]=[CH:10][CH:11]=[CH:12][C:6]=2[O:5][C:4]2[C:13]([CH:17]=[O:18])=[CH:14][CH:15]=[CH:16][C:3]1=2. The catalyst class is: 2.